This data is from Reaction yield outcomes from USPTO patents with 853,638 reactions. The task is: Predict the reaction yield, written as a fraction of the theoretical maximum amount of product (1.0 means a 100% yield; for example, 0.34 means a 34% yield). (1) The reactants are C(OC([NH:8][CH:9]1[CH2:15][CH2:14][C:13]2[C:16]([Br:20])=[CH:17][CH:18]=[CH:19][C:12]=2[CH2:11][C:10]1=[O:21])=O)(C)(C)C.[ClH:22]. The catalyst is C(OCC)C.O1CCOCC1. The product is [ClH:22].[NH2:8][CH:9]1[CH2:15][CH2:14][C:13]2[C:16]([Br:20])=[CH:17][CH:18]=[CH:19][C:12]=2[CH2:11][C:10]1=[O:21]. The yield is 0.740. (2) The reactants are [NH2:1][C:2]1[CH:7]=[CH:6][C:5]([S:8]([NH:11][C:12]2[S:16][C:15]([S:17]([NH2:20])(=[O:19])=[O:18])=[N:14][N:13]=2)(=[O:10])=[O:9])=[CH:4][CH:3]=1.C(N(CC)CC)C.[C:28](Cl)(=[O:38])[CH2:29][CH2:30][CH2:31][CH2:32][CH2:33][CH2:34][CH2:35][CH2:36][CH3:37]. The catalyst is C(#N)C. The product is [S:17]([C:15]1[S:16][C:12]([NH:11][S:8]([C:5]2[CH:6]=[CH:7][C:2]([NH:1][C:28](=[O:38])[CH2:29][CH2:30][CH2:31][CH2:32][CH2:33][CH2:34][CH2:35][CH2:36][CH3:37])=[CH:3][CH:4]=2)(=[O:10])=[O:9])=[N:13][N:14]=1)(=[O:18])(=[O:19])[NH2:20]. The yield is 0.600. (3) The catalyst is O1CCOCC1.CC(P(C(C)(C)C)C1C=CC(N(C)C)=CC=1)(C)C.CC(P(C(C)(C)C)C1C=CC(N(C)C)=CC=1)(C)C.Cl[Pd]Cl. The reactants are [CH2:1]([C:3]1[O:4][C:5]([C:9]([NH:11][C:12]2[CH:17]=[CH:16][C:15](B3OC(C)(C)C(C)(C)O3)=[CH:14][CH:13]=2)=[O:10])=[C:6]([CH3:8])[N:7]=1)[CH3:2].Br[C:28]1[CH:33]=[CH:32][C:31]([C:34]23[CH2:41][CH2:40][C:37]([CH2:42][C:43]([O:45][CH3:46])=[O:44])([CH2:38][CH2:39]2)[O:36][CH2:35]3)=[CH:30][CH:29]=1.O.[F-].[Cs+]. The yield is 0.580. The product is [CH2:1]([C:3]1[O:4][C:5]([C:9]([NH:11][C:12]2[CH:13]=[CH:14][C:15]([C:28]3[CH:29]=[CH:30][C:31]([C:34]45[CH2:39][CH2:38][C:37]([CH2:42][C:43]([O:45][CH3:46])=[O:44])([CH2:40][CH2:41]4)[O:36][CH2:35]5)=[CH:32][CH:33]=3)=[CH:16][CH:17]=2)=[O:10])=[C:6]([CH3:8])[N:7]=1)[CH3:2]. (4) The reactants are C([O-])([O-])=O.[K+].[K+].[CH2:7](Br)[C:8]1[CH:13]=[CH:12][CH:11]=[CH:10][CH:9]=1.[Br:15][C:16]1[CH:21]=[CH:20][C:19]([OH:22])=[C:18]([F:23])[CH:17]=1. The catalyst is CN(C=O)C. The product is [CH2:7]([O:22][C:19]1[CH:20]=[CH:21][C:16]([Br:15])=[CH:17][C:18]=1[F:23])[C:8]1[CH:13]=[CH:12][CH:11]=[CH:10][CH:9]=1. The yield is 1.00. (5) The reactants are [Cl:1][C:2]1[CH:7]=[C:6]([CH2:8][OH:9])[C:5]([O:10][CH3:11])=[CH:4][C:3]=1[OH:12].[Br:13][CH2:14][CH2:15][CH2:16]Br.C(=O)([O-])[O-].[K+].[K+]. The catalyst is CC(C)=O. The product is [Br:13][CH2:14][CH2:15][CH2:16][O:12][C:3]1[C:2]([Cl:1])=[CH:7][C:6]([CH2:8][OH:9])=[C:5]([O:10][CH3:11])[CH:4]=1. The yield is 0.800.